From a dataset of Full USPTO retrosynthesis dataset with 1.9M reactions from patents (1976-2016). Predict the reactants needed to synthesize the given product. (1) Given the product [CH2:9]1[CH:8]([CH2:7][S:6][C@:41]([NH:46][CH:47]([C:52]2[CH:53]=[CH:54][CH:55]=[CH:56][CH:57]=2)[C:48]([F:49])([F:50])[F:51])([CH3:45])[CH2:42][OH:43])[CH2:10]1, predict the reactants needed to synthesize it. The reactants are: N[C@@H](C[S:6][CH2:7][CH:8]1[CH2:10][CH2:9]1)CO.CN1CCOCC1.FC(F)(F)C(OS(C(F)(F)F)(=O)=O)C1C=CC=CC=1.C1C(C[C@:41]([NH:46][CH:47]([C:52]2[CH:57]=[CH:56][CH:55]=[CH:54][CH:53]=2)[C:48]([F:51])([F:50])[F:49])([CH3:45])[CH:42](S)[OH:43])C1. (2) Given the product [F:1][C:2]([F:19])([F:18])[C:3]1[CH:4]=[C:5]([C:9]2[N:14]=[C:13]([C:15](=[N:21][OH:22])[CH3:16])[CH:12]=[CH:11][CH:10]=2)[CH:6]=[CH:7][CH:8]=1, predict the reactants needed to synthesize it. The reactants are: [F:1][C:2]([F:19])([F:18])[C:3]1[CH:4]=[C:5]([C:9]2[N:14]=[C:13]([C:15](=O)[CH3:16])[CH:12]=[CH:11][CH:10]=2)[CH:6]=[CH:7][CH:8]=1.Cl.[NH2:21][OH:22].CCN(CC)CC. (3) Given the product [N:13]1[C:14]2[C:19](=[CH:18][CH:17]=[CH:16][CH:15]=2)[N:20]=[CH:21][C:12]=1[C:10]1[N:1]=[C:2]([OH:3])[C:4]2[S:5][CH:6]=[CH:7][C:8]=2[N:9]=1, predict the reactants needed to synthesize it. The reactants are: [NH2:1][C:2]([C:4]1[S:5][CH:6]=[CH:7][C:8]=1[NH:9][C:10]([C:12]1[CH:21]=[N:20][C:19]2[C:14](=[CH:15][CH:16]=[CH:17][CH:18]=2)[N:13]=1)=O)=[O:3].[OH-].[Na+]. (4) Given the product [CH2:1]([C@H:8]([NH2:32])[CH2:9][O:10][C:11]1[CH:12]=[N:13][C:14]([CH:27]2[CH2:31][CH2:30][CH2:29][CH2:28]2)=[C:15]([C:17]2[CH:18]=[C:19]3[C:23](=[CH:24][CH:25]=2)[NH:22][N:21]=[C:20]3[CH3:26])[CH:16]=1)[C:2]1[CH:7]=[CH:6][CH:5]=[CH:4][CH:3]=1, predict the reactants needed to synthesize it. The reactants are: [CH2:1]([C@H:8]([NH2:32])[CH2:9][O:10][C:11]1[CH:12]=[N:13][C:14]([C:27]2[CH2:31][CH2:30][CH2:29][CH:28]=2)=[C:15]([C:17]2[CH:18]=[C:19]3[C:23](=[CH:24][CH:25]=2)[NH:22][N:21]=[C:20]3[CH3:26])[CH:16]=1)[C:2]1[CH:7]=[CH:6][CH:5]=[CH:4][CH:3]=1. (5) Given the product [Cl:3][C:4]1[CH:5]=[C:6]2[C:10](=[CH:11][C:12]=1[N+:13]([O-:15])=[O:14])[C:9](=[O:16])[N:8]([CH:19]([CH3:21])[CH3:20])[C:7]2=[O:17], predict the reactants needed to synthesize it. The reactants are: [H-].[Na+].[Cl:3][C:4]1[CH:5]=[C:6]2[C:10](=[CH:11][C:12]=1[N+:13]([O-:15])=[O:14])[C:9](=[O:16])[NH:8][C:7]2=[O:17].I[CH:19]([CH3:21])[CH3:20].O. (6) Given the product [Br:1][C:2]1[CH:7]=[CH:6][CH:5]=[CH:4][C:3]=1[CH2:8][C:9]([O:11][CH3:13])=[O:10], predict the reactants needed to synthesize it. The reactants are: [Br:1][C:2]1[CH:7]=[CH:6][CH:5]=[CH:4][C:3]=1[CH2:8][C:9]([OH:11])=[O:10].O.[CH3:13]C1C=CC(S(O)(=O)=O)=CC=1. (7) Given the product [CH2:20]([O:27][C:28]1[CH:36]=[CH:35][C:31]([C:32]([N:3]2[C:4]3[CH:9]=[CH:8][CH:7]=[CH:6][C:5]=3[S:1][CH2:2]2)=[O:33])=[CH:30][C:29]=1[C:37]([F:38])([F:39])[F:40])[C:21]1[CH:22]=[CH:23][CH:24]=[CH:25][CH:26]=1, predict the reactants needed to synthesize it. The reactants are: [S:1]1[C:5]2[CH:6]=[CH:7][CH:8]=[CH:9][C:4]=2[NH:3][CH2:2]1.NC1C=CC=CC=1S.C=O.[CH2:20]([O:27][C:28]1[CH:36]=[CH:35][C:31]([C:32](Cl)=[O:33])=[CH:30][C:29]=1[C:37]([F:40])([F:39])[F:38])[C:21]1[CH:26]=[CH:25][CH:24]=[CH:23][CH:22]=1. (8) Given the product [OH:9][C@@H:8]([CH3:10])[C@@H:7]([NH:6][C:14]([O:15][C:16]12[CH2:25][CH:20]3[CH2:19][CH:18]([CH2:24][CH:22]([CH2:21]3)[CH2:23]1)[CH2:17]2)=[O:26])[C:11]([OH:13])=[O:12], predict the reactants needed to synthesize it. The reactants are: C([O-])(O)=O.[Na+].[NH2:6][C@@H:7]([C:11]([OH:13])=[O:12])[C@H:8]([CH3:10])[OH:9].[C:14](Cl)(=[O:26])[O:15][C:16]12[CH2:25][CH:20]3[CH2:21][CH:22]([CH2:24][CH:18]([CH2:19]3)[CH2:17]1)[CH2:23]2.